Task: Binary Classification. Given a drug SMILES string, predict its activity (active/inactive) in a high-throughput screening assay against a specified biological target.. Dataset: HIV replication inhibition screening data with 41,000+ compounds from the AIDS Antiviral Screen (1) The compound is CC(=O)SC(SC(C)=O)SC(C)=O. The result is 0 (inactive). (2) The drug is Cc1ccc2oc3ccccc3c(=O)c2c1. The result is 0 (inactive).